From a dataset of Full USPTO retrosynthesis dataset with 1.9M reactions from patents (1976-2016). Predict the reactants needed to synthesize the given product. (1) Given the product [C:26]([O:25][C:23]([N:20]1[CH2:19][CH2:18][CH:17]([NH:11][S:8]([C:6]2[CH:7]=[C:2]([B:35]3[O:36][C:37]([CH3:39])([CH3:38])[C:33]([CH3:49])([CH3:32])[O:34]3)[CH:3]=[CH:4][C:5]=2[O:30][CH3:31])(=[O:10])=[O:9])[CH2:22][CH2:21]1)=[O:24])([CH3:29])([CH3:28])[CH3:27], predict the reactants needed to synthesize it. The reactants are: Br[C:2]1[CH:3]=[CH:4][C:5]([O:30][CH3:31])=[C:6]([S:8]([N:11]([CH:17]2[CH2:22][CH2:21][N:20]([C:23]([O:25][C:26]([CH3:29])([CH3:28])[CH3:27])=[O:24])[CH2:19][CH2:18]2)CC(F)(F)F)(=[O:10])=[O:9])[CH:7]=1.[CH3:32][C:33]1([CH3:49])[C:37]([CH3:39])([CH3:38])[O:36][B:35]([B:35]2[O:36][C:37]([CH3:39])([CH3:38])[C:33]([CH3:49])([CH3:32])[O:34]2)[O:34]1.C([O-])(=O)C.[K+].ClCCl. (2) Given the product [F:19][C:20]1[CH:26]=[C:25]([CH3:27])[C:24]([OH:28])=[CH:23][C:21]=1[NH:22][C:2]1[C:11]2[C:6](=[CH:7][C:8]([O:14][CH2:15][CH2:16][O:17][CH3:18])=[C:9]([O:12][CH3:13])[CH:10]=2)[N:5]=[N:4][CH:3]=1, predict the reactants needed to synthesize it. The reactants are: Cl[C:2]1[C:11]2[C:6](=[CH:7][C:8]([O:14][CH2:15][CH2:16][O:17][CH3:18])=[C:9]([O:12][CH3:13])[CH:10]=2)[N:5]=[N:4][CH:3]=1.[F:19][C:20]1[CH:26]=[C:25]([CH3:27])[C:24]([OH:28])=[CH:23][C:21]=1[NH2:22].C(O)(C)C.